Dataset: Catalyst prediction with 721,799 reactions and 888 catalyst types from USPTO. Task: Predict which catalyst facilitates the given reaction. (1) Reactant: Cl[C:2]1[CH:7]=[C:6]([CH3:8])[CH:5]=[CH:4][N:3]=1.[O:9]([CH3:11])[Na].O. Product: [CH3:11][O:9][C:2]1[CH:7]=[C:6]([CH3:8])[CH:5]=[CH:4][N:3]=1. The catalyst class is: 16. (2) Product: [Cl:1][C:2]1[N:7]=[C:6]([Cl:8])[C:5]([CH:9]([N:11]([C:12]2[CH:17]=[CH:16][C:15]([O:18][CH3:19])=[CH:14][CH:13]=2)[C:29]([NH:28][C@H:21]([C:22]2[CH:27]=[CH:26][CH:25]=[CH:24][CH:23]=2)[CH3:20])=[O:30])[CH3:10])=[CH:4][N:3]=1. Reactant: [Cl:1][C:2]1[N:7]=[C:6]([Cl:8])[C:5]([CH:9]([NH:11][C:12]2[CH:17]=[CH:16][C:15]([O:18][CH3:19])=[CH:14][CH:13]=2)[CH3:10])=[CH:4][N:3]=1.[CH3:20][C@H:21]([N:28]=[C:29]=[O:30])[C:22]1[CH:27]=[CH:26][CH:25]=[CH:24][CH:23]=1. The catalyst class is: 11. (3) Reactant: [Br:1]Br.[F:3][CH:4]([F:11])[C:5]1[CH:9]=[CH:8][N:7]([CH3:10])[N:6]=1.S([O-])([O-])(=O)=S.[Na+].[Na+]. Product: [Br:1][C:9]1[C:5]([CH:4]([F:11])[F:3])=[N:6][N:7]([CH3:10])[CH:8]=1. The catalyst class is: 2. (4) Reactant: Cl[C:2]1[N:11]=[C:10]([NH:12][C:13]2[CH:18]=[CH:17][CH:16]=[CH:15][CH:14]=2)[C:9]2[C:4](=[CH:5][CH:6]=[CH:7][CH:8]=2)[N:3]=1.[CH3:19][C:20]1[CH:24]=[C:23]([CH3:25])[NH:22][N:21]=1. Product: [CH3:19][C:20]1[CH:24]=[C:23]([CH3:25])[N:22]([C:2]2[N:11]=[C:10]([NH:12][C:13]3[CH:18]=[CH:17][CH:16]=[CH:15][CH:14]=3)[C:9]3[C:4](=[CH:5][CH:6]=[CH:7][CH:8]=3)[N:3]=2)[N:21]=1. The catalyst class is: 10.